This data is from NCI-60 drug combinations with 297,098 pairs across 59 cell lines. The task is: Regression. Given two drug SMILES strings and cell line genomic features, predict the synergy score measuring deviation from expected non-interaction effect. Drug 1: CN1CCC(CC1)COC2=C(C=C3C(=C2)N=CN=C3NC4=C(C=C(C=C4)Br)F)OC. Drug 2: CS(=O)(=O)CCNCC1=CC=C(O1)C2=CC3=C(C=C2)N=CN=C3NC4=CC(=C(C=C4)OCC5=CC(=CC=C5)F)Cl. Cell line: T-47D. Synergy scores: CSS=7.76, Synergy_ZIP=-4.22, Synergy_Bliss=2.88, Synergy_Loewe=0.873, Synergy_HSA=2.99.